Task: Predict the reactants needed to synthesize the given product.. Dataset: Full USPTO retrosynthesis dataset with 1.9M reactions from patents (1976-2016) (1) Given the product [Br:1][C:2]1[CH:6]=[C:5]([C:7]([Cl:21])=[O:8])[N:4]([C:10]2[C:15]([Cl:16])=[CH:14][C:13]([Cl:17])=[CH:12][N:11]=2)[N:3]=1, predict the reactants needed to synthesize it. The reactants are: [Br:1][C:2]1[CH:6]=[C:5]([C:7](O)=[O:8])[N:4]([C:10]2[C:15]([Cl:16])=[CH:14][C:13]([Cl:17])=[CH:12][N:11]=2)[N:3]=1.C(Cl)(=O)C([Cl:21])=O. (2) Given the product [Br:17][C:15]1[N:16]=[C:12]([N:3]2[C:4]3[CH:10]=[CH:9][CH:8]=[CH:7][C:5]=3[NH:6][C:2]2=[O:1])[S:13][CH:14]=1, predict the reactants needed to synthesize it. The reactants are: [OH:1][C:2]1[NH:3][C:4]2[CH:10]=[CH:9][CH:8]=[CH:7][C:5]=2[N:6]=1.Br[C:12]1[S:13][CH:14]=[C:15]([Br:17])[N:16]=1.CC([O-])=O.[K+]. (3) Given the product [F:33][C:30]([F:31])([F:32])[C@H:29]([CH3:34])[O:28][C:16]1[N:17]=[C:18]([N:19]2[CH2:23][CH2:22][C@H:21]([NH:24][C:25](=[O:27])[CH3:26])[CH2:20]2)[C:13]2[N:12]=[N:11][NH:10][C:14]=2[N:15]=1, predict the reactants needed to synthesize it. The reactants are: COC1C=CC(C[N:10]2[C:14]3[N:15]=[C:16]([O:28][C@@H:29]([CH3:34])[C:30]([F:33])([F:32])[F:31])[N:17]=[C:18]([N:19]4[CH2:23][CH2:22][C@H:21]([NH:24][C:25](=[O:27])[CH3:26])[CH2:20]4)[C:13]=3[N:12]=[N:11]2)=CC=1. (4) Given the product [C:1]([O:5][C:6](=[O:35])[NH:7][C:8]1([C:12]2[CH:13]=[CH:14][C:15]([C:18]3[N:19]=[C:20]4[CH:25]=[CH:24][C:23]([CH:26]=[O:27])=[CH:22][N:21]4[C:28]=3[C:29]3[CH:30]=[CH:31][CH:32]=[CH:33][CH:34]=3)=[CH:16][CH:17]=2)[CH2:11][CH2:10][CH2:9]1)([CH3:4])([CH3:2])[CH3:3], predict the reactants needed to synthesize it. The reactants are: [C:1]([O:5][C:6](=[O:35])[NH:7][C:8]1([C:12]2[CH:17]=[CH:16][C:15]([C:18]3[N:19]=[C:20]4[CH:25]=[CH:24][C:23]([CH2:26][OH:27])=[CH:22][N:21]4[C:28]=3[C:29]3[CH:34]=[CH:33][CH:32]=[CH:31][CH:30]=3)=[CH:14][CH:13]=2)[CH2:11][CH2:10][CH2:9]1)([CH3:4])([CH3:3])[CH3:2].C(N(CC)CC)C. (5) Given the product [CH:1]1([C:6]2[N:11]=[C:10]([CH2:12][C:13]3[CH:14]=[CH:15][C:16]([CH2:19][CH2:20][OH:21])=[CH:17][CH:18]=3)[CH:9]=[C:8]([CH2:23][CH3:24])[N:7]=2)[CH2:2][CH2:3][CH2:4][CH2:5]1, predict the reactants needed to synthesize it. The reactants are: [CH:1]1([C:6]2[N:11]=[C:10]([CH2:12][C:13]3[CH:18]=[CH:17][C:16]([CH2:19][C:20](O)=[O:21])=[CH:15][CH:14]=3)[CH:9]=[C:8]([CH2:23][CH3:24])[N:7]=2)[CH2:5][CH2:4][CH2:3][CH2:2]1.S(C)C. (6) Given the product [CH3:6][O:5][C:1](=[O:4])[CH:2]=[CH:3][CH2:29][CH2:28][N:23]([C:16]1[N:15]=[C:14]2[O:13][C:12]([C:32]3[CH:33]=[CH:34][C:35]([CH3:38])=[CH:36][CH:37]=3)=[C:11]([C:9](=[O:10])[NH:8][CH3:7])[C:19]2=[CH:18][C:17]=1[CH:20]1[CH2:22][CH2:21]1)[S:24]([CH3:27])(=[O:26])=[O:25], predict the reactants needed to synthesize it. The reactants are: [C:1]([O:5][CH3:6])(=[O:4])[CH:2]=[CH2:3].[CH3:7][NH:8][C:9]([C:11]1[C:19]2[C:14](=[N:15][C:16]([N:23]([CH2:28][CH2:29]C=C)[S:24]([CH3:27])(=[O:26])=[O:25])=[C:17]([CH:20]3[CH2:22][CH2:21]3)[CH:18]=2)[O:13][C:12]=1[C:32]1[CH:37]=[CH:36][C:35]([CH3:38])=[CH:34][CH:33]=1)=[O:10]. (7) Given the product [CH2:9]([N:7]1[CH2:8][CH:4]([CH:1]([OH:3])[CH3:2])[CH:5]([C:16]2[CH:17]=[CH:18][C:19]([C:20]#[N:21])=[CH:22][CH:23]=2)[CH2:6]1)[C:10]1[CH:11]=[CH:12][CH:13]=[CH:14][CH:15]=1, predict the reactants needed to synthesize it. The reactants are: [C:1]([CH:4]1[CH2:8][N:7]([CH2:9][C:10]2[CH:15]=[CH:14][CH:13]=[CH:12][CH:11]=2)[CH2:6][CH:5]1[C:16]1[CH:23]=[CH:22][C:19]([C:20]#[N:21])=[CH:18][CH:17]=1)(=[O:3])[CH3:2].[Li+].[BH4-]. (8) Given the product [NH:4]1[C:8]2[S:9][C:10]([C:12]#[N:13])=[CH:11][C:7]=2[CH:6]=[N:5]1, predict the reactants needed to synthesize it. The reactants are: C([N:4]1[C:8]2[S:9][C:10]([C:12]#[N:13])=[CH:11][C:7]=2[CH:6]=[N:5]1)(=O)C.Cl. (9) Given the product [F:26][C@H:16]1[CH2:15][C@@:13]2([CH3:14])[C@@H:9]([CH2:10][CH2:11][C@@H:12]2[OH:27])[C@H:8]2[C@H:17]1[C:18]1[CH:19]=[CH:20][C:21]([OH:25])=[CH:22][C:23]=1[CH2:24][C@H:7]2[CH2:6][CH2:5][CH2:4][CH2:3][CH2:2][I:28], predict the reactants needed to synthesize it. The reactants are: Cl[CH2:2][CH2:3][CH2:4][CH2:5][CH2:6][C@@H:7]1[CH2:24][C:23]2[CH:22]=[C:21]([OH:25])[CH:20]=[CH:19][C:18]=2[C@@H:17]2[C@@H:8]1[C@H:9]1[C@@:13]([CH2:15][C@@H:16]2[F:26])([CH3:14])[C@@H:12]([OH:27])[CH2:11][CH2:10]1.[I-:28].[Na+].O.